This data is from Reaction yield outcomes from USPTO patents with 853,638 reactions. The task is: Predict the reaction yield, written as a fraction of the theoretical maximum amount of product (1.0 means a 100% yield; for example, 0.34 means a 34% yield). (1) The reactants are [CH2:1]([N:8]1[CH2:12][C@H:11]([C:13]2[CH:18]=[CH:17][CH:16]=[CH:15][CH:14]=2)[C@@H:10]([C:19]#N)[CH2:9]1)[C:2]1[CH:7]=[CH:6][CH:5]=[CH:4][CH:3]=1.C(N1C[C@H](C2C=CC=CC=2)[C@H](C#N)C1)C1C=CC=CC=1.[OH-:41].[Na+].Cl.[OH2:44]. The catalyst is C(O)C. The product is [CH2:1]([N:8]1[CH2:12][C@H:11]([C:13]2[CH:18]=[CH:17][CH:16]=[CH:15][CH:14]=2)[C@@H:10]([C:19]([OH:44])=[O:41])[CH2:9]1)[C:2]1[CH:7]=[CH:6][CH:5]=[CH:4][CH:3]=1. The yield is 0.845. (2) The reactants are [CH3:1][C:2]1([CH3:13])[O:9][C@@H:8]2[C@@H:4]([C@@H:5]([OH:12])[C@@H:6]([CH2:10][OH:11])[O:7]2)[O:3]1.[C:14](Cl)(=[O:21])[C:15]1[CH:20]=[CH:19][CH:18]=[CH:17][CH:16]=1. The catalyst is C(Cl)Cl.O. The product is [OH:12][CH:5]1[CH:4]2[CH:8]([O:9][C:2]([CH3:13])([CH3:1])[O:3]2)[O:7][CH:6]1[CH2:10][O:11][C:14](=[O:21])[C:15]1[CH:20]=[CH:19][CH:18]=[CH:17][CH:16]=1. The yield is 0.710.